This data is from Forward reaction prediction with 1.9M reactions from USPTO patents (1976-2016). The task is: Predict the product of the given reaction. (1) Given the reactants [C:1]1([O:11][CH2:12][CH2:13][CH2:14][C:15]2[C:23]3[C:18](=[C:19]([C:24]4[C:25]([CH3:31])=[N:26][N:27]([CH3:30])[C:28]=4[CH3:29])[CH:20]=[CH:21][CH:22]=3)[NH:17][C:16]=2[C:32]([O:34]CC)=[O:33])[C:10]2[C:5](=[CH:6][CH:7]=[CH:8][CH:9]=2)[CH:4]=[CH:3][CH:2]=1.Br.Br[CH2:39][C:40]1[CH:41]=[N:42][CH:43]=[CH:44][CH:45]=1.C(=O)([O-])[O-].[Cs+].[Cs+], predict the reaction product. The product is: [C:1]1([O:11][CH2:12][CH2:13][CH2:14][C:15]2[C:23]3[C:18](=[C:19]([C:24]4[C:25]([CH3:31])=[N:26][N:27]([CH3:30])[C:28]=4[CH3:29])[CH:20]=[CH:21][CH:22]=3)[N:17]([CH2:39][C:40]3[CH:41]=[N:42][CH:43]=[CH:44][CH:45]=3)[C:16]=2[C:32]([OH:34])=[O:33])[C:10]2[C:5](=[CH:6][CH:7]=[CH:8][CH:9]=2)[CH:4]=[CH:3][CH:2]=1. (2) Given the reactants Br[C:2]1[N:7]=[CH:6][C:5]([N:8]2[CH2:12][C:11]([CH3:14])([CH3:13])[N:10]([CH3:15])[C:9]2=[O:16])=[CH:4][CH:3]=1.[C:17]1([C:23]#[CH:24])[CH:22]=[CH:21][CH:20]=[CH:19][CH:18]=1.C(N(CC)CC)C, predict the reaction product. The product is: [CH3:15][N:10]1[C:11]([CH3:14])([CH3:13])[CH2:12][N:8]([C:5]2[CH:6]=[N:7][C:2]([C:24]#[C:23][C:17]3[CH:22]=[CH:21][CH:20]=[CH:19][CH:18]=3)=[CH:3][CH:4]=2)[C:9]1=[O:16]. (3) Given the reactants [CH3:1][CH2:2][CH2:3][C:4]1[N:12]([CH2:13][C:14]2[CH:19]=[CH:18][C:17]([C:20]3[C:25]([C:26]([O:28]C(C)(C)C)=[O:27])=[CH:24][CH:23]=[CH:22][CH:21]=3)=[CH:16][CH:15]=2)[C:11]2[C:6](=[C:7]([CH3:43])[CH:8]=[C:9]([C:33]3[N:41]([CH3:42])[C:40]4[C:35](=[CH:36][CH:37]=[CH:38][CH:39]=4)[N:34]=3)[CH:10]=2)[N:5]=1.N, predict the reaction product. The product is: [CH3:1][CH2:2][CH2:3][C:4]1[N:12]([CH2:13][C:14]2[CH:19]=[CH:18][C:17]([C:20]3[CH:21]=[CH:22][CH:23]=[CH:24][C:25]=3[C:26]([OH:28])=[O:27])=[CH:16][CH:15]=2)[C:11]2[CH:10]=[C:9]([C:33]3[N:41]([CH3:42])[C:40]4[CH:39]=[CH:38][CH:37]=[CH:36][C:35]=4[N:34]=3)[CH:8]=[C:7]([CH3:43])[C:6]=2[N:5]=1. (4) Given the reactants [OH:1][CH:2]1[CH2:20][C:7]2=[N:8][N:9]([CH2:11][C:12]3[CH:17]=[CH:16][C:15]([O:18][CH3:19])=[CH:14][CH:13]=3)[CH:10]=[C:6]2[C:5](=[O:21])[CH2:4][CH2:3]1.C1C=C[NH+]=CC=1.[O-][Cr](Cl)(=O)=O, predict the reaction product. The product is: [CH3:19][O:18][C:15]1[CH:14]=[CH:13][C:12]([CH2:11][N:9]2[CH:10]=[C:6]3[C:5](=[O:21])[CH2:4][CH2:3][C:2](=[O:1])[CH2:20][C:7]3=[N:8]2)=[CH:17][CH:16]=1. (5) Given the reactants [CH3:1][O:2][C:3]1[CH:12]=[CH:11][C:10](I)=[CH:9][C:4]=1[C:5]([O:7][CH3:8])=[O:6].[C:14]1(B(O)O)[CH:19]=[CH:18][CH:17]=[CH:16][CH:15]=1.C(=O)([O-])[O-].[Na+].[Na+], predict the reaction product. The product is: [CH3:1][O:2][C:3]1[CH:12]=[CH:11][C:10]([C:14]2[CH:19]=[CH:18][CH:17]=[CH:16][CH:15]=2)=[CH:9][C:4]=1[C:5]([O:7][CH3:8])=[O:6]. (6) Given the reactants [CH2:1]([N:3]([CH2:35][CH3:36])[CH2:4]/[CH:5]=[CH:6]\[C:7]1[CH:12]=[C:11]([F:13])[CH:10]=[CH:9][C:8]=1[S:14]([NH:17][C:18]1[C:27]([C:28]([O:30][CH3:31])=[O:29])=[C:26]2[C:21]([C:22]3[CH:34]=[CH:33][O:32][C:23]=3[CH2:24][O:25]2)=[CH:20][CH:19]=1)(=[O:16])=[O:15])[CH3:2].[H][H], predict the reaction product. The product is: [CH2:35]([N:3]([CH2:1][CH3:2])[CH2:4][CH2:5][CH2:6][C:7]1[CH:12]=[C:11]([F:13])[CH:10]=[CH:9][C:8]=1[S:14]([NH:17][C:18]1[C:27]([C:28]([O:30][CH3:31])=[O:29])=[C:26]2[C:21]([C:22]3[CH:34]=[CH:33][O:32][C:23]=3[CH2:24][O:25]2)=[CH:20][CH:19]=1)(=[O:16])=[O:15])[CH3:36]. (7) Given the reactants C([N:14]1[CH2:17][C:16]([NH:21][CH:22]([CH3:24])[CH3:23])([C:18]([NH2:20])=[O:19])[CH2:15]1)(C1C=CC=CC=1)C1C=CC=CC=1.[ClH:25].CCOCC.O, predict the reaction product. The product is: [ClH:25].[CH:22]([NH:21][C:16]1([C:18]([NH2:20])=[O:19])[CH2:17][NH:14][CH2:15]1)([CH3:24])[CH3:23].